From a dataset of NCI-60 drug combinations with 297,098 pairs across 59 cell lines. Regression. Given two drug SMILES strings and cell line genomic features, predict the synergy score measuring deviation from expected non-interaction effect. Drug 1: C1=CN(C=N1)CC(O)(P(=O)(O)O)P(=O)(O)O. Drug 2: CN(CCCl)CCCl.Cl. Cell line: MDA-MB-231. Synergy scores: CSS=2.48, Synergy_ZIP=12.3, Synergy_Bliss=27.2, Synergy_Loewe=-0.856, Synergy_HSA=2.74.